This data is from Forward reaction prediction with 1.9M reactions from USPTO patents (1976-2016). The task is: Predict the product of the given reaction. (1) Given the reactants [NH2:1][C:2]1[N:11]=[C:10]([OH:12])[C:9]2[C:4](=[CH:5][CH:6]=[C:7]([C:13]3[CH:18]=[CH:17][C:16]([O:19][CH3:20])=[C:15]([O:21][CH3:22])[CH:14]=3)[CH:8]=2)[N:3]=1.[C:23](OC(=O)C)(=[O:25])[CH3:24], predict the reaction product. The product is: [C:23]([NH:1][C:2]1[N:11]=[C:10]([OH:12])[C:9]2[C:4](=[CH:5][CH:6]=[C:7]([C:13]3[CH:18]=[CH:17][C:16]([O:19][CH3:20])=[C:15]([O:21][CH3:22])[CH:14]=3)[CH:8]=2)[N:3]=1)(=[O:25])[CH3:24]. (2) Given the reactants [C:1]([C:5]1[CH:9]=[C:8]([NH:10][C:11]([NH:13][C:14]2[C:23]3[C:18](=[CH:19][CH:20]=[CH:21][CH:22]=3)[C:17]([O:24][CH2:25][CH2:26][N:27]3[CH:31]=[C:30]([N+:32]([O-])=O)[N:29]=[CH:28]3)=[CH:16][CH:15]=2)=[O:12])[N:7]([C:35]2[CH:40]=[CH:39][C:38]([CH3:41])=[CH:37][CH:36]=2)[N:6]=1)([CH3:4])([CH3:3])[CH3:2], predict the reaction product. The product is: [NH2:32][C:30]1[N:29]=[CH:28][N:27]([CH2:26][CH2:25][O:24][C:17]2[C:18]3[C:23](=[CH:22][CH:21]=[CH:20][CH:19]=3)[C:14]([NH:13][C:11]([NH:10][C:8]3[N:7]([C:35]4[CH:40]=[CH:39][C:38]([CH3:41])=[CH:37][CH:36]=4)[N:6]=[C:5]([C:1]([CH3:4])([CH3:3])[CH3:2])[CH:9]=3)=[O:12])=[CH:15][CH:16]=2)[CH:31]=1. (3) Given the reactants [N+:1]([C:4]1[CH:5]=[CH:6][C:7]2[O:12][CH2:11][CH2:10][NH:9][C:8]=2[CH:13]=1)([O-])=O, predict the reaction product. The product is: [O:12]1[C:7]2[CH:6]=[CH:5][C:4]([NH2:1])=[CH:13][C:8]=2[NH:9][CH2:10][CH2:11]1. (4) Given the reactants [OH:1][C@H:2]1[CH2:6][CH2:5][NH:4][CH2:3]1.C(N(CC)CC)C.[CH3:14][S:15](Cl)(=[O:17])=[O:16], predict the reaction product. The product is: [CH3:14][S:15]([O:1][C@H:2]1[CH2:6][CH2:5][N:4]([S:15]([CH3:14])(=[O:17])=[O:16])[CH2:3]1)(=[O:17])=[O:16]. (5) Given the reactants FC(F)(F)C(O)=O.C(OC(=O)[NH:14][C@@H:15]([CH3:32])[CH2:16][O:17][C:18]1[CH:23]=[CH:22][C:21]([Cl:24])=[CH:20][C:19]=1[C:25]([CH3:31])([CH3:30])[C:26]([F:29])([F:28])[F:27])(C)(C)C.[OH-].[Na+], predict the reaction product. The product is: [Cl:24][C:21]1[CH:22]=[CH:23][C:18]([O:17][CH2:16][C@@H:15]([NH2:14])[CH3:32])=[C:19]([C:25]([CH3:30])([CH3:31])[C:26]([F:27])([F:28])[F:29])[CH:20]=1.